From a dataset of Reaction yield outcomes from USPTO patents with 853,638 reactions. Predict the reaction yield, written as a fraction of the theoretical maximum amount of product (1.0 means a 100% yield; for example, 0.34 means a 34% yield). (1) The reactants are O[CH2:2][CH2:3][NH:4][C@:5]12[CH2:40][CH2:39][C@@H:38]([C:41]([CH3:43])=[CH2:42])[C@@H:6]1[C@@H:7]1[C@@:20]([CH3:23])([CH2:21][CH2:22]2)[C@@:19]2([CH3:24])[C@@H:10]([C@:11]3([CH3:37])[C@@H:16]([CH2:17][CH2:18]2)[C:15]([CH3:26])([CH3:25])[C:14]([C:27]2[CH:36]=[CH:35][C:30]([C:31]([O:33][CH3:34])=[O:32])=[CH:29][CH:28]=2)=[CH:13][CH2:12]3)[CH2:9][CH2:8]1.S(Cl)([Cl:46])=O. The product is [Cl:46][CH2:2][CH2:3][NH:4][C@:5]12[CH2:40][CH2:39][C@@H:38]([C:41]([CH3:43])=[CH2:42])[C@@H:6]1[C@@H:7]1[C@@:20]([CH3:23])([CH2:21][CH2:22]2)[C@@:19]2([CH3:24])[C@@H:10]([C@:11]3([CH3:37])[C@@H:16]([CH2:17][CH2:18]2)[C:15]([CH3:26])([CH3:25])[C:14]([C:27]2[CH:36]=[CH:35][C:30]([C:31]([O:33][CH3:34])=[O:32])=[CH:29][CH:28]=2)=[CH:13][CH2:12]3)[CH2:9][CH2:8]1. The catalyst is ClC(Cl)C. The yield is 0.900. (2) The catalyst is C1COCC1.[Rh]. The reactants are [CH:1]1([CH2:4][O:5][C@H:6]2[C@H:14]([CH3:15])[O:13][C:12](=[O:16])[C@@H:11]([NH:17][C:18](=[O:28])[C:19]3[C:24]([OH:25])=[C:23]([O:26][CH3:27])[CH:22]=[CH:21][N:20]=3)[CH2:10][CH2:9][CH2:8][C@@H:7]2[CH2:29][C:30]2[CH:35]=[CH:34][C:33](F)=[CH:32][CH:31]=2)[CH2:3][CH2:2]1. The product is [CH:30]1([CH2:29][C@@H:7]2[C@@H:6]([O:5][CH2:4][CH:1]3[CH2:2][CH2:3]3)[C@H:14]([CH3:15])[O:13][C:12](=[O:16])[C@@H:11]([NH:17][C:18](=[O:28])[C:19]3[C:24]([OH:25])=[C:23]([O:26][CH3:27])[CH:22]=[CH:21][N:20]=3)[CH2:10][CH2:9][CH2:8]2)[CH2:35][CH2:34][CH2:33][CH2:32][CH2:31]1. The yield is 0.270. (3) The reactants are [H-].[Na+].[CH3:3][C:4]1[O:8][N:7]=[C:6]([C:9]2[CH:14]=[CH:13][CH:12]=[CH:11][CH:10]=2)[C:5]=1[CH2:15][OH:16].F[C:18]1[CH:23]=[CH:22][CH:21]=[C:20]([CH3:24])[N:19]=1.[Cl-].[Na+]. The catalyst is C1COCC1. The product is [CH3:24][C:20]1[CH:21]=[CH:22][CH:23]=[C:18]([O:16][CH2:15][C:5]2[C:6]([C:9]3[CH:14]=[CH:13][CH:12]=[CH:11][CH:10]=3)=[N:7][O:8][C:4]=2[CH3:3])[N:19]=1. The yield is 0.480. (4) The reactants are [C:1]([C:5]1[CH:6]=[C:7]([CH:15]=[CH:16][C:17]2[CH:18]=[C:19]([C:39]#[CH:40])[CH:20]=[C:21]([CH:23]=[CH:24][C:25]3[CH:30]=[C:29]([C:31]([CH3:34])([CH3:33])[CH3:32])[CH:28]=[C:27]([C:35]([CH3:38])([CH3:37])[CH3:36])[CH:26]=3)[CH:22]=2)[CH:8]=[C:9]([C:11]([CH3:14])([CH3:13])[CH3:12])[CH:10]=1)([CH3:4])([CH3:3])[CH3:2].Br[C:42]1[CH:43]=[C:44]([CH:47]=[C:48](Br)[CH:49]=1)[CH:45]=[O:46]. The catalyst is O1CCCC1.C(N(CC)CC)C.C1C=CC([P]([Pd]([P](C2C=CC=CC=2)(C2C=CC=CC=2)C2C=CC=CC=2)([P](C2C=CC=CC=2)(C2C=CC=CC=2)C2C=CC=CC=2)[P](C2C=CC=CC=2)(C2C=CC=CC=2)C2C=CC=CC=2)(C2C=CC=CC=2)C2C=CC=CC=2)=CC=1.[Cu]I. The product is [C:11]([C:9]1[CH:8]=[C:7]([CH:15]=[CH:16][C:17]2[CH:18]=[C:19]([C:39]#[C:40][C:42]3[CH:43]=[C:44]([CH:47]=[C:48]([C:40]#[C:39][C:19]4[CH:20]=[C:21]([CH:23]=[CH:24][C:25]5[CH:30]=[C:29]([C:31]([CH3:32])([CH3:33])[CH3:34])[CH:28]=[C:27]([C:35]([CH3:38])([CH3:36])[CH3:37])[CH:26]=5)[CH:22]=[C:17]([CH:16]=[CH:15][C:7]5[CH:6]=[C:5]([C:1]([CH3:4])([CH3:3])[CH3:2])[CH:10]=[C:9]([C:11]([CH3:14])([CH3:13])[CH3:12])[CH:8]=5)[CH:18]=4)[CH:49]=3)[CH:45]=[O:46])[CH:20]=[C:21]([CH:23]=[CH:24][C:25]3[CH:30]=[C:29]([C:31]([CH3:34])([CH3:33])[CH3:32])[CH:28]=[C:27]([C:35]([CH3:38])([CH3:37])[CH3:36])[CH:26]=3)[CH:22]=2)[CH:6]=[C:5]([C:1]([CH3:4])([CH3:3])[CH3:2])[CH:10]=1)([CH3:12])([CH3:14])[CH3:13]. The yield is 0.850. (5) The reactants are I[C:2]1[CH:3]=[CH:4][C:5]([CH:8]2[CH2:12][C:11]([CH3:14])([CH3:13])[N:10]([CH3:15])[C:9]2=[O:16])=[N:6][CH:7]=1.[C:17]([C:19]1[CH:24]=[CH:23][CH:22]=[CH:21][CH:20]=1)#[CH:18].C(N(CC)CC)C. The catalyst is C1COCC1.C1C=CC(P(C2C=CC=CC=2)C2C=CC=CC=2)=CC=1.C1C=CC(P(C2C=CC=CC=2)C2C=CC=CC=2)=CC=1.Cl[Pd]Cl.[Cu]I.C1(P(C2C=CC=CC=2)C2C=CC=CC=2)C=CC=CC=1. The product is [CH3:15][N:10]1[C:11]([CH3:14])([CH3:13])[CH2:12][CH:8]([C:5]2[CH:4]=[CH:3][C:2]([C:18]#[C:17][C:19]3[CH:24]=[CH:23][CH:22]=[CH:21][CH:20]=3)=[CH:7][N:6]=2)[C:9]1=[O:16]. The yield is 0.720. (6) The catalyst is CCO. The yield is 0.643. The product is [CH:1]1([C:5]2[C:7]([C:8]([O:10][CH2:11][CH3:12])=[O:9])=[CH:13][NH:14][N:17]=2)[CH2:4][CH2:3][CH2:2]1. The reactants are [CH:1]1([C:5](/[C:7](=[CH:13]\[N:14](C)C)/[C:8]([O:10][CH2:11][CH3:12])=[O:9])=O)[CH2:4][CH2:3][CH2:2]1.[NH2:17]N.O. (7) The reactants are [C:1](Cl)(Cl)=[O:2].[O:5]1[CH2:9][CH2:8][C@H:7]([N:10]2[CH2:14][CH2:13][NH:12][C:11]2=[O:15])[CH2:6]1.N1C=CC=CC=1.[CH3:22][N:23]1[CH:27]=[C:26]([C:28]2[CH:33]=[C:32]([O:34][C:35]3[CH:36]=[CH:37][C:38]([NH2:41])=[N:39][CH:40]=3)[CH:31]=[CH:30][N:29]=2)[CH:25]=[N:24]1. The catalyst is C(Cl)Cl.O. The product is [CH3:22][N:23]1[CH:27]=[C:26]([C:28]2[CH:33]=[C:32]([O:34][C:35]3[CH:36]=[CH:37][C:38]([NH:41][C:11]([N:12]4[CH2:13][CH2:14][N:10]([C@H:7]5[CH2:8][CH2:9][O:5][CH2:6]5)[C:1]4=[O:2])=[O:15])=[N:39][CH:40]=3)[CH:31]=[CH:30][N:29]=2)[CH:25]=[N:24]1. The yield is 0.450.